Dataset: Forward reaction prediction with 1.9M reactions from USPTO patents (1976-2016). Task: Predict the product of the given reaction. (1) Given the reactants [Cl:1][C:2]1[CH:3]=[N:4][C:5]2[N:6]([N:8]=[C:9]([C:11]([OH:13])=O)[CH:10]=2)[CH:7]=1.[N+:14]([C:17]1[CH:18]=[C:19]([C:23]2[CH2:24][CH2:25][NH:26][CH2:27][CH:28]=2)[CH:20]=[CH:21][CH:22]=1)([O-:16])=[O:15], predict the reaction product. The product is: [Cl:1][C:2]1[CH:3]=[N:4][C:5]2[N:6]([N:8]=[C:9]([C:11]([N:26]3[CH2:25][CH:24]=[C:23]([C:19]4[CH:20]=[CH:21][CH:22]=[C:17]([N+:14]([O-:16])=[O:15])[CH:18]=4)[CH2:28][CH2:27]3)=[O:13])[CH:10]=2)[CH:7]=1. (2) Given the reactants [O:1]([C:8]1[CH:13]=[CH:12][C:11]([CH2:14][C:15]([OH:17])=O)=[CH:10][CH:9]=1)[C:2]1[CH:7]=[CH:6][CH:5]=[CH:4][CH:3]=1.[CH2:18](Cl)CCl.C1C=CC2N(O)N=NC=2C=1.CCN(CC)CC.[CH3:39][N:40]1[CH2:46][CH2:45][CH2:44][N:43]([C:47]2[C:55]3[C:50](=[CH:51][CH:52]=[C:53]([NH2:56])[CH:54]=3)[NH:49][N:48]=2)[CH2:42][CH2:41]1, predict the reaction product. The product is: [CH2:2]([O:1][C:8]1[CH:9]=[CH:10][C:11]([CH2:14][C:15]([NH:56][C:53]2[CH:54]=[C:55]3[C:50](=[CH:51][CH:52]=2)[NH:49][N:48]=[C:47]3[N:43]2[CH2:44][CH2:45][CH2:46][N:40]([CH3:39])[CH2:41][CH2:42]2)=[O:17])=[CH:12][CH:13]=1)[C:7]1[CH:6]=[CH:5][CH:4]=[CH:3][CH:18]=1. (3) Given the reactants C[O:2][C:3](=O)[C:4]([C:11]#[N:12])=[CH:5][CH:6]1[CH2:10][CH2:9][CH2:8][CH2:7]1.FC(F)(F)C(O)=O.[NH2:21][C:22]1[CH2:27][C:26]([CH3:29])([CH3:28])[CH2:25][C:24](=[O:30])[CH:23]=1, predict the reaction product. The product is: [CH:6]1([CH:5]2[C:23]3[C:24](=[O:30])[CH2:25][C:26]([CH3:29])([CH3:28])[CH2:27][C:22]=3[NH:21][C:3](=[O:2])[CH:4]2[C:11]#[N:12])[CH2:10][CH2:9][CH2:8][CH2:7]1. (4) Given the reactants [H-].[Na+].CN(C)C=O.[I:8][C:9]1[CH:10]=[N:11][NH:12][CH:13]=1.Br[CH2:15][CH2:16][O:17][CH:18]1[CH2:23][CH2:22][CH2:21][CH2:20][O:19]1, predict the reaction product. The product is: [I:8][C:9]1[CH:10]=[N:11][N:12]([CH2:15][CH2:16][O:17][CH:18]2[CH2:23][CH2:22][CH2:21][CH2:20][O:19]2)[CH:13]=1. (5) Given the reactants O=[C:2]1[CH:6]2[CH2:7][N:8]([C:11]([O:13][C:14]([CH3:17])([CH3:16])[CH3:15])=[O:12])[CH2:9][CH2:10][N:5]2C(=O)[O:3]1.[NH2:19][C:20]1[CH:21]=[N:22][CH:23]=[CH:24][CH:25]=1, predict the reaction product. The product is: [N:22]1[CH:23]=[CH:24][CH:25]=[C:20]([NH:19][C:2]([CH:6]2[NH:5][CH2:10][CH2:9][N:8]([C:11]([O:13][C:14]([CH3:15])([CH3:16])[CH3:17])=[O:12])[CH2:7]2)=[O:3])[CH:21]=1. (6) Given the reactants [F:1][C:2]1[CH:7]=[C:6]([C:8]([F:11])([F:10])[F:9])[C:5]([C:12]2[CH:17]=[CH:16][N:15]=[CH:14][CH:13]=2)=[CH:4][CH:3]=1.ClC1C=CC=C(C(OO)=[O:26])C=1.S([O-])([O-])=O.[Na+].[Na+], predict the reaction product. The product is: [F:1][C:2]1[CH:7]=[C:6]([C:8]([F:9])([F:10])[F:11])[C:5]([C:12]2[CH:13]=[CH:14][N+:15]([O-:26])=[CH:16][CH:17]=2)=[CH:4][CH:3]=1. (7) Given the reactants [H-].[H-].[H-].[H-].[Li+].[Al+3].[CH3:7][C:8]([O:11][C:12]([NH:14][C@H:15]([C:20](N(C)OC)=[O:21])[CH2:16][CH:17]([CH3:19])[CH3:18])=[O:13])([CH3:10])[CH3:9], predict the reaction product. The product is: [CH:20]([C@@H:15]([NH:14][C:12](=[O:13])[O:11][C:8]([CH3:7])([CH3:10])[CH3:9])[CH2:16][CH:17]([CH3:19])[CH3:18])=[O:21]. (8) Given the reactants ClC1C=C(Cl)C2N(C(C(O)=O)=CN=2)N=1.[Br:15][C:16]1[C:17]2[N:18]([C:23]([C:26]([OH:28])=O)=[CH:24][N:25]=2)[N:19]=[C:20]([Cl:22])[CH:21]=1.C(Cl)(=O)C(Cl)=O.CN(C)C=O.[F:40][C:41]1[CH:46]=[C:45]([NH2:47])[CH:44]=[CH:43][N:42]=1.C(N(CC)CC)C.ClC1C=C(Cl)C2N(C(C(NC3C=CN=C(F)C=3)=O)=CN=2)N=1, predict the reaction product. The product is: [Br:15][C:16]1[C:17]2[N:18]([C:23]([C:26]([NH:47][C:45]3[CH:44]=[CH:43][N:42]=[C:41]([F:40])[CH:46]=3)=[O:28])=[CH:24][N:25]=2)[N:19]=[C:20]([Cl:22])[CH:21]=1. (9) Given the reactants [CH3:1][C:2]1[CH:3]=[C:4]([CH:8]=[CH:9][C:10]=1[N+:11]([O-:13])=[O:12])[C:5](O)=[O:6].C(C1NC=CN=1)([C:16]1[NH:17][CH:18]=CN=1)=O.CNC, predict the reaction product. The product is: [CH3:16][N:17]([CH3:18])[C:5](=[O:6])[C:4]1[CH:8]=[CH:9][C:10]([N+:11]([O-:13])=[O:12])=[C:2]([CH3:1])[CH:3]=1. (10) Given the reactants CS(C)=O.C(Cl)(=O)C(Cl)=O.[CH:11]1[C:20]2[C:15](=[CH:16][CH:17]=[CH:18][CH:19]=2)[CH:14]=[C:13]([CH2:21][OH:22])[N:12]=1.C(N(CC)CC)C, predict the reaction product. The product is: [CH:11]1[C:20]2[C:15](=[CH:16][CH:17]=[CH:18][CH:19]=2)[CH:14]=[C:13]([CH:21]=[O:22])[N:12]=1.